Dataset: Full USPTO retrosynthesis dataset with 1.9M reactions from patents (1976-2016). Task: Predict the reactants needed to synthesize the given product. (1) Given the product [CH2:1]([O:8][C:9]1[CH:15]=[CH:14][C:13]([F:16])=[CH:12][C:10]=1[NH:11][NH2:17])[C:2]1[CH:7]=[CH:6][CH:5]=[CH:4][CH:3]=1, predict the reactants needed to synthesize it. The reactants are: [CH2:1]([O:8][C:9]1[CH:15]=[CH:14][C:13]([F:16])=[CH:12][C:10]=1[NH2:11])[C:2]1[CH:7]=[CH:6][CH:5]=[CH:4][CH:3]=1.[N:17]([O-])=O.[Na+].[Sn](Cl)Cl. (2) Given the product [F:5][C:6]1[CH:13]=[C:12]([OH:14])[C:11]([N+:1]([O-:4])=[O:2])=[CH:10][C:7]=1[C:8]#[N:9], predict the reactants needed to synthesize it. The reactants are: [N+:1]([O-:4])(O)=[O:2].[F:5][C:6]1[CH:13]=[C:12]([OH:14])[CH:11]=[CH:10][C:7]=1[C:8]#[N:9]. (3) Given the product [CH2:10]([O:12][C:13]([C:15]1[NH:16][C:17]2[C:18]([C:2]=1[CH:1]=[O:5])=[CH:19][C:20]([Br:24])=[CH:21][CH:22]=2)=[O:14])[CH3:11], predict the reactants needed to synthesize it. The reactants are: [C:1](Cl)(=[O:5])[C:2](Cl)=O.C(Cl)Cl.[CH2:10]([O:12][C:13]([C:15]1[NH:16][C:17]2[C:22](C=1)=[CH:21][C:20]([Br:24])=[CH:19][CH:18]=2)=[O:14])[CH3:11].C([O-])(O)=O.[Na+]. (4) Given the product [NH:13]1[C:14]2[C:10](=[C:9]([C:20]3[CH:21]=[C:22]([CH:27]=[CH:28][CH:29]=3)[O:23][CH2:24][CH2:25][OH:26])[CH:17]=[CH:16][CH:15]=2)[CH:11]=[CH:12]1, predict the reactants needed to synthesize it. The reactants are: CC1(C)C(C)(C)OB([C:9]2[CH:17]=[CH:16][CH:15]=[C:14]3[C:10]=2[CH:11]=[CH:12][NH:13]3)O1.Br[C:20]1[CH:21]=[C:22]([CH:27]=[CH:28][CH:29]=1)[O:23][CH2:24][CH2:25][OH:26].[OH-].[Na+]. (5) Given the product [Cl:1][C:2]1[C:3]([C:9]([O:11][CH2:12][CH3:13])=[O:10])=[N:4][CH:5]=[C:6]([O:8][CH2:27][C@H:28]2[CH2:30][C:29]2([F:32])[F:31])[CH:7]=1, predict the reactants needed to synthesize it. The reactants are: [Cl:1][C:2]1[C:3]([C:9]([O:11][CH2:12][CH3:13])=[O:10])=[N:4][CH:5]=[C:6]([OH:8])[CH:7]=1.[N+](C1C=CC(S(O[CH2:27][C@H:28]2[CH2:30][C:29]2([F:32])[F:31])(=O)=O)=CC=1)([O-])=O. (6) The reactants are: C(Cl)(=O)C(Cl)=O.[CH3:7][C:8]1[C:12]([C:13]([OH:15])=O)=[CH:11][O:10][N:9]=1.[CH3:16][O:17][C:18]1[CH:23]=[CH:22][C:21]([C:24]23[NH:38][CH2:37][CH2:36][N:25]2[C:26](=[O:35])[C:27]2[N:28]([C:30]([C:33]#[N:34])=[CH:31][CH:32]=2)[CH2:29]3)=[CH:20][CH:19]=1. Given the product [CH3:16][O:17][C:18]1[CH:23]=[CH:22][C:21]([C:24]23[N:38]([C:13]([C:12]4[C:8]([CH3:7])=[N:9][O:10][CH:11]=4)=[O:15])[CH2:37][CH2:36][N:25]2[C:26](=[O:35])[C:27]2[N:28]([C:30]([C:33]#[N:34])=[CH:31][CH:32]=2)[CH2:29]3)=[CH:20][CH:19]=1, predict the reactants needed to synthesize it. (7) Given the product [F:1][C:2]([F:7])([F:6])[C:3]([N:5]=[S:46]([CH2:45][C:43]1[CH:42]=[CH:41][N:40]=[C:39]([NH:38][C:34]2[CH:33]=[C:32]([C:29]3[CH:30]=[CH:31][C:26]([F:25])=[CH:27][C:28]=3[O:48][CH3:49])[N:37]=[CH:36][N:35]=2)[CH:44]=1)[CH3:47])=[O:4], predict the reactants needed to synthesize it. The reactants are: [F:1][C:2]([F:7])([F:6])[C:3]([NH2:5])=[O:4].CC(C)([O-])C.[Na+].BrN1C(C)(C)C(=O)N(Br)C1=O.[F:25][C:26]1[CH:31]=[CH:30][C:29]([C:32]2[N:37]=[CH:36][N:35]=[C:34]([NH:38][C:39]3[CH:44]=[C:43]([CH2:45][S:46][CH3:47])[CH:42]=[CH:41][N:40]=3)[CH:33]=2)=[C:28]([O:48][CH3:49])[CH:27]=1.S([O-])([O-])=O.[Na+].[Na+].[Cl-].[Na+]. (8) Given the product [CH2:7]([O:9][C:10](=[O:23])[C:11]1[CH:16]=[C:15]([C:30]2[CH:29]=[CH:28][CH:27]=[C:26]([C:25]([F:36])([F:35])[F:24])[CH:31]=2)[C:14]([O:18][CH2:19][CH2:20][OH:21])=[C:13]([C:30]2[CH:29]=[CH:28][CH:27]=[C:26]([C:25]([F:36])([F:35])[F:24])[CH:31]=2)[CH:12]=1)[CH3:8].[CH2:7]([O:9][C:10](=[O:23])[C:11]1[CH:16]=[C:15]([C:30]2[CH:29]=[CH:28][CH:27]=[C:26]([C:25]([F:36])([F:35])[F:24])[CH:31]=2)[C:14]([O:18][CH2:19][CH2:20][OH:21])=[C:13]([Br:22])[CH:12]=1)[CH3:8], predict the reactants needed to synthesize it. The reactants are: C([O-])([O-])=O.[K+].[K+].[CH2:7]([O:9][C:10](=[O:23])[C:11]1[CH:16]=[C:15](I)[C:14]([O:18][CH2:19][CH2:20][OH:21])=[C:13]([Br:22])[CH:12]=1)[CH3:8].[F:24][C:25]([F:36])([F:35])[C:26]1[CH:27]=[C:28](B(O)O)[CH:29]=[CH:30][CH:31]=1.C(Cl)Cl.Cl. (9) The reactants are: [C:1]([O:5][C:6](=[O:23])[N:7]([CH2:9][C:10]1[CH:14]=[C:13]([C:15]2[CH:20]=[C:19]([F:21])[CH:18]=[CH:17][C:16]=2[F:22])[NH:12][CH:11]=1)[CH3:8])([CH3:4])([CH3:3])[CH3:2].[H-].[Na+].C1OCCOCCOCCOCCOC1.Cl.[N:42]1[CH:47]=[CH:46][CH:45]=[C:44]([S:48](Cl)(=[O:50])=[O:49])[CH:43]=1. Given the product [C:1]([O:5][C:6](=[O:23])[N:7]([CH2:9][C:10]1[CH:14]=[C:13]([C:15]2[CH:20]=[C:19]([F:21])[CH:18]=[CH:17][C:16]=2[F:22])[N:12]([S:48]([C:44]2[CH:43]=[N:42][CH:47]=[CH:46][CH:45]=2)(=[O:50])=[O:49])[CH:11]=1)[CH3:8])([CH3:4])([CH3:2])[CH3:3], predict the reactants needed to synthesize it.